This data is from hERG channel blocking data for cardiac toxicity assessment. The task is: Regression/Classification. Given a drug SMILES string, predict its toxicity properties. Task type varies by dataset: regression for continuous values (e.g., LD50, hERG inhibition percentage) or binary classification for toxic/non-toxic outcomes (e.g., AMES mutagenicity, cardiotoxicity, hepatotoxicity). Dataset: herg. (1) The compound is CCSc1ncccc1C(=O)N1CC[C@@H]([NH2+]Cc2cncn2Cc2ccc(C#N)cc2)C1=O. The result is 1 (blocker). (2) The compound is CN([C@@H]1c2cc(OCCCC(F)(F)F)ccc2OC(C)(C)[C@H]1O)S(C)(=O)=O. The result is 1 (blocker).